From a dataset of Forward reaction prediction with 1.9M reactions from USPTO patents (1976-2016). Predict the product of the given reaction. (1) The product is: [Cl:18][C:15]1[CH:16]=[CH:17][C:11]2[S:10][C:9]([S:8][CH:5]([CH2:6][CH3:7])[C:4]([OH:19])=[O:3])=[N:13][C:12]=2[CH:14]=1. Given the reactants C([O:3][C:4](=[O:19])[CH:5]([S:8][C:9]1[S:10][C:11]2[CH:17]=[CH:16][C:15]([Cl:18])=[CH:14][C:12]=2[N:13]=1)[CH2:6][CH3:7])C.[OH-].[K+], predict the reaction product. (2) Given the reactants Cl[C:2]1[CH:17]=[C:16]([CH:18]([CH3:20])[CH3:19])[C:5]([C:6]([NH:8][CH2:9][CH:10]2[CH2:15][CH2:14][CH2:13][CH2:12][CH2:11]2)=[O:7])=[CH:4][N:3]=1.[Cl:21][C:22]1[CH:23]=[C:24]([CH:26]=[CH:27][C:28]=1[Cl:29])[NH2:25].CC(C)([O-])C.[Na+].C1(P(C2CCCCC2)C2C=CC=CC=2C2C=CC=CC=2)CCCCC1, predict the reaction product. The product is: [CH:10]1([CH2:9][NH:8][C:6](=[O:7])[C:5]2[C:16]([CH:18]([CH3:20])[CH3:19])=[CH:17][C:2]([NH:25][C:24]3[CH:26]=[CH:27][C:28]([Cl:29])=[C:22]([Cl:21])[CH:23]=3)=[N:3][CH:4]=2)[CH2:15][CH2:14][CH2:13][CH2:12][CH2:11]1. (3) Given the reactants Br[C:2]1[N:3]([CH2:9][O:10][CH2:11][CH2:12][Si:13]([CH3:16])([CH3:15])[CH3:14])[C:4]([Br:8])=[C:5]([Br:7])[N:6]=1.[Li]CCCC.[C:22]1([CH2:28][CH:29]=[O:30])[CH:27]=[CH:26][CH:25]=[CH:24][CH:23]=1, predict the reaction product. The product is: [Br:7][C:5]1[N:6]=[C:2]([CH:29]([OH:30])[CH2:28][C:22]2[CH:27]=[CH:26][CH:25]=[CH:24][CH:23]=2)[N:3]([CH2:9][O:10][CH2:11][CH2:12][Si:13]([CH3:16])([CH3:15])[CH3:14])[C:4]=1[Br:8]. (4) The product is: [F:10][C:8]([F:11])([F:9])[O:7][C:6]1[CH:1]=[CH:2][C:3]2[N:14]=[C:13]([NH:15][C:25]([C@@H:24]3[CH2:28][CH2:29][CH2:30][NH:23]3)=[O:26])[S:12][C:4]=2[CH:5]=1. Given the reactants [CH:1]1[C:6]([O:7][C:8]([F:11])([F:10])[F:9])=[CH:5][C:4]2[S:12][C:13]([NH2:15])=[N:14][C:3]=2[CH:2]=1.C([N:23]1[CH2:30][CH2:29][CH2:28][C@H:24]1[C:25](O)=[O:26])(OC(C)(C)C)=O.C(N=C=NCCCN(C)C)C.C(N(C(C)C)CC)(C)C, predict the reaction product. (5) Given the reactants [I:1][C:2]1[CH:8]=[CH:7][CH:6]=[CH:5][C:3]=1[NH2:4].[Br-:9].[K+].B(O[O-])=O.[Na+].O, predict the reaction product. The product is: [Br:9][NH:4][C:3]1[CH:5]=[CH:6][CH:7]=[CH:8][C:2]=1[I:1]. (6) The product is: [O:16]=[C:10]1[C:9](=[CH:17][C:19]2[NH:20][C:21]3[CH2:22][CH2:23][CH2:24][CH2:25][C:26]=3[C:27]=2[CH2:28][CH2:29][C:30]([OH:32])=[O:31])[C:8]2[C:12](=[CH:13][CH:14]=[CH:15][C:7]=2[C:4]2[CH:5]=[CH:6][N:1]=[CH:2][CH:3]=2)[NH:11]1. Given the reactants [N:1]1[CH:6]=[CH:5][C:4]([C:7]2[CH:15]=[CH:14][CH:13]=[C:12]3[C:8]=2[CH2:9][C:10](=[O:16])[NH:11]3)=[CH:3][CH:2]=1.[CH:17]([C:19]1[NH:20][C:21]2[CH2:22][CH2:23][CH2:24][CH2:25][C:26]=2[C:27]=1[CH2:28][CH2:29][C:30]([OH:32])=[O:31])=O, predict the reaction product. (7) The product is: [F:1][C:2]1[CH:9]=[C:8]([C:10]2[CH:15]=[CH:14][N:13]=[C:12]3[NH:16][C:17]([C:19]4[CH:20]=[N:21][N:22]([CH2:24][CH2:25][N:26]5[CH2:31][CH2:30][O:29][CH2:28][CH2:27]5)[CH:23]=4)=[N:18][C:11]=23)[CH:7]=[CH:6][C:3]=1[CH2:4][NH:5][C:41]([C:38]1[N:37]=[C:36]([C:32]([CH3:35])([CH3:34])[CH3:33])[O:40][N:39]=1)=[O:42]. Given the reactants [F:1][C:2]1[CH:9]=[C:8]([C:10]2[CH:15]=[CH:14][N:13]=[C:12]3[NH:16][C:17]([C:19]4[CH:20]=[N:21][N:22]([CH2:24][CH2:25][N:26]5[CH2:31][CH2:30][O:29][CH2:28][CH2:27]5)[CH:23]=4)=[N:18][C:11]=23)[CH:7]=[CH:6][C:3]=1[CH2:4][NH2:5].[C:32]([C:36]1[O:40][N:39]=[C:38]([C:41](O)=[O:42])[N:37]=1)([CH3:35])([CH3:34])[CH3:33].C(P1(=O)OP(=O)(CCC)OP(=O)(CCC)O1)CC.CCN(C(C)C)C(C)C.C(#N)C, predict the reaction product.